From a dataset of Reaction yield outcomes from USPTO patents with 853,638 reactions. Predict the reaction yield, written as a fraction of the theoretical maximum amount of product (1.0 means a 100% yield; for example, 0.34 means a 34% yield). (1) The reactants are [C:1]([Si:5]([CH3:11])([CH3:10])[O:6][CH2:7][C:8]#[CH:9])([CH3:4])([CH3:3])[CH3:2].[Li]CCCC.B(F)(F)F.[CH3:21][CH2:22][O:23]CC.C(OC(=O)C)(=O)C. The catalyst is C1COCC1. The product is [Si:5]([O:6][CH2:7][C:8]#[C:9][C:22](=[O:23])[CH3:21])([C:1]([CH3:3])([CH3:4])[CH3:2])([CH3:10])[CH3:11]. The yield is 0.526. (2) The reactants are [C:1]([N:4]1[C:13]2[C:8](=[CH:9][C:10]([C:16]([NH2:18])=[O:17])=[C:11]([O:14]C)[CH:12]=2)[CH:7]([NH:19][C:20]2[N:25]=[C:24]([CH3:26])[CH:23]=[CH:22][N:21]=2)[CH:6]([CH3:27])[CH:5]1[CH:28]1[CH2:30][CH2:29]1)(=[O:3])[CH3:2].B(Br)(Br)Br.CO. The catalyst is ClCCl. The product is [C:1]([N:4]1[C:13]2[C:8](=[CH:9][C:10]([C:16]([NH2:18])=[O:17])=[C:11]([OH:14])[CH:12]=2)[CH:7]([NH:19][C:20]2[N:25]=[C:24]([CH3:26])[CH:23]=[CH:22][N:21]=2)[CH:6]([CH3:27])[CH:5]1[CH:28]1[CH2:29][CH2:30]1)(=[O:3])[CH3:2]. The yield is 0.320. (3) The reactants are [C:1]1([S:7][C:8]2[CH:9]=[C:10]([CH:14]([N:18]3[CH:22]=[C:21]([C:23]4[C:24]5[CH:31]=[CH:30][N:29](COCC[Si](C)(C)C)[C:25]=5[N:26]=[CH:27][N:28]=4)[CH:20]=[N:19]3)[CH2:15][C:16]#[N:17])[CH:11]=[N:12][CH:13]=2)[CH:6]=[CH:5][CH:4]=[CH:3][CH:2]=1.C(Cl)Cl.[C:43]([OH:49])([C:45]([F:48])([F:47])[F:46])=[O:44].CO.C(N)CN. No catalyst specified. The product is [F:46][C:45]([F:48])([F:47])[C:43]([OH:49])=[O:44].[C:1]1([S:7][C:8]2[CH:9]=[C:10]([CH:14]([N:18]3[CH:22]=[C:21]([C:23]4[C:24]5[CH:31]=[CH:30][NH:29][C:25]=5[N:26]=[CH:27][N:28]=4)[CH:20]=[N:19]3)[CH2:15][C:16]#[N:17])[CH:11]=[N:12][CH:13]=2)[CH:2]=[CH:3][CH:4]=[CH:5][CH:6]=1. The yield is 0.581. (4) The reactants are [C:1]([C:3](=[C:9]1[CH2:14][CH2:13][CH2:12][CH2:11][CH2:10]1)[C:4]([O:6][CH2:7][CH3:8])=[O:5])#[N:2].[CH3:15]C([O-])(C)C.[K+].CI. The catalyst is CN(C=O)C. The product is [C:1]([C:3]([C:9]1[CH2:14][CH2:13][CH2:12][CH2:11][CH:10]=1)([CH3:15])[C:4]([O:6][CH2:7][CH3:8])=[O:5])#[N:2]. The yield is 0.960.